From a dataset of Catalyst prediction with 721,799 reactions and 888 catalyst types from USPTO. Predict which catalyst facilitates the given reaction. (1) Reactant: [F:1][C:2]1[C:3]([CH3:9])=[C:4]([NH2:8])[CH:5]=[CH:6][CH:7]=1.[C:10](OC(=O)C)(=[O:12])[CH3:11]. Product: [F:1][C:2]1[C:3]([CH3:9])=[C:4]([NH:8][C:10](=[O:12])[CH3:11])[CH:5]=[CH:6][CH:7]=1. The catalyst class is: 11. (2) Reactant: [CH3:1][O:2][C:3]1[CH:4]=[C:5]([CH2:11][CH2:12][C:13]2[N:14]=[C:15]3[CH:21]=[C:20]([C:22]4[CH:27]=[CH:26][C:25]([N:28]5[CH2:33][CH2:32][N:31]([CH3:34])[CH2:30][CH2:29]5)=[CH:24][CH:23]=4)[NH:19][C:16]3=[N:17][CH:18]=2)[CH:6]=[C:7]([O:9][CH3:10])[CH:8]=1.[Br:35]N1C(=O)CCC1=O. Product: [Br:35][C:21]1[C:15]2[C:16](=[N:17][CH:18]=[C:13]([CH2:12][CH2:11][C:5]3[CH:4]=[C:3]([O:2][CH3:1])[CH:8]=[C:7]([O:9][CH3:10])[CH:6]=3)[N:14]=2)[NH:19][C:20]=1[C:22]1[CH:23]=[CH:24][C:25]([N:28]2[CH2:29][CH2:30][N:31]([CH3:34])[CH2:32][CH2:33]2)=[CH:26][CH:27]=1. The catalyst class is: 2. (3) Reactant: [NH2:1][C:2]1[CH:7]=[CH:6][C:5]([C:8]([CH3:24])([CH3:23])[CH2:9][NH:10][C:11]([C:13]2[C:21]3[C:16](=[CH:17][CH:18]=[CH:19][CH:20]=3)[N:15]([CH3:22])[N:14]=2)=[O:12])=[C:4]([Cl:25])[CH:3]=1.[CH3:26][O:27][C:28]1[CH:29]=[C:30]([CH:34]=[CH:35][C:36]=1[O:37][CH3:38])[C:31](Cl)=[O:32].C(N(CC)CC)C. Product: [Cl:25][C:4]1[CH:3]=[C:2]([NH:1][C:31](=[O:32])[C:30]2[CH:34]=[CH:35][C:36]([O:37][CH3:38])=[C:28]([O:27][CH3:26])[CH:29]=2)[CH:7]=[CH:6][C:5]=1[C:8]([CH3:23])([CH3:24])[CH2:9][NH:10][C:11]([C:13]1[C:21]2[C:16](=[CH:17][CH:18]=[CH:19][CH:20]=2)[N:15]([CH3:22])[N:14]=1)=[O:12]. The catalyst class is: 2. (4) The catalyst class is: 5. Product: [C:1]([C:5]1[CH:9]=[C:8]2[N:7]([CH:6]=1)[N:15]=[CH:20][N:21]=[C:10]2[OH:11])([CH3:4])([CH3:3])[CH3:2]. Reactant: [C:1]([C:5]1[CH:9]=[C:8]([C:10](OCC)=[O:11])[N:7]([NH2:15])[CH:6]=1)([CH3:4])([CH3:3])[CH3:2].C(O)(=O)C.[CH:20](N)=[NH:21].C(OC(O)C)C.C(Cl)(Cl)Cl. (5) Reactant: [OH:1][C@H:2]([C:4]1[CH:9]=[CH:8][C:7]([C:10](=[O:16])[CH2:11][C:12]([CH3:15])([CH3:14])[CH3:13])=[CH:6][CH:5]=1)[CH3:3].[OH:17][CH:18]([C:20]1[CH:25]=[CH:24][C:23]([C:26](=[O:32])[CH2:27][C:28]([CH3:31])([CH3:30])[CH3:29])=[CH:22][CH:21]=1)[CH3:19].C(OC=C)(=O)C. Product: [C:18]([O:1][C@@H:2]([C:4]1[CH:9]=[CH:8][C:7]([C:10](=[O:16])[CH2:11][C:12]([CH3:15])([CH3:14])[CH3:13])=[CH:6][CH:5]=1)[CH3:3])(=[O:17])[CH3:19].[OH:17][C@H:18]([C:20]1[CH:25]=[CH:24][C:23]([C:26](=[O:32])[CH2:27][C:28]([CH3:31])([CH3:30])[CH3:29])=[CH:22][CH:21]=1)[CH3:19]. The catalyst class is: 740. (6) Reactant: [CH2:1]([S:3](Cl)(=[O:5])=[O:4])[CH3:2].[NH2:7][C:8]1[CH:9]=[CH:10][C:11]([O:26][C:27]2[CH:32]=[CH:31][C:30]([F:33])=[CH:29][C:28]=2[F:34])=[C:12]([C:14]2[C:23]3[C:18](=[CH:19][N:20]=[CH:21][CH:22]=3)[C:17](=[O:24])[N:16]([CH3:25])[CH:15]=2)[CH:13]=1. Product: [F:34][C:28]1[CH:29]=[C:30]([F:33])[CH:31]=[CH:32][C:27]=1[O:26][C:11]1[CH:10]=[CH:9][C:8]([NH:7][S:3]([CH2:1][CH3:2])(=[O:5])=[O:4])=[CH:13][C:12]=1[C:14]1[C:23]2[C:18](=[CH:19][N:20]=[CH:21][CH:22]=2)[C:17](=[O:24])[N:16]([CH3:25])[CH:15]=1. The catalyst class is: 2. (7) Product: [CH2:27]([O:34][C:35]1[CH:42]=[CH:41][C:38]([CH2:39][C:14]([CH3:13])([CH2:18][CH2:19][CH2:20][C:21]2[CH:22]=[CH:23][CH:24]=[CH:25][CH:26]=2)[C:15]([O:17][CH2:1][CH3:2])=[O:16])=[CH:37][CH:36]=1)[C:28]1[CH:33]=[CH:32][CH:31]=[CH:30][CH:29]=1. Reactant: [CH2:1]([Li])[CH2:2]CC.C(NC(C)C)(C)C.[CH3:13][CH:14]([CH2:18][CH2:19][CH2:20][C:21]1[CH:26]=[CH:25][CH:24]=[CH:23][CH:22]=1)[C:15]([O-:17])=[O:16].[CH2:27]([O:34][C:35]1[CH:42]=[CH:41][C:38]([CH2:39]Cl)=[CH:37][CH:36]=1)[C:28]1[CH:33]=[CH:32][CH:31]=[CH:30][CH:29]=1. The catalyst class is: 392. (8) The catalyst class is: 220. Product: [F:1][C:2]1[C:22]([F:23])=[CH:21][CH:20]=[C:19]([CH3:28])[C:3]=1[C:4]([C@@H:6]1[CH2:11][CH2:10][CH2:9][N:8]([C:12]([O:14][C:15]([CH3:17])([CH3:18])[CH3:16])=[O:13])[CH2:7]1)=[O:5]. Reactant: [F:1][C:2]1[C:22]([F:23])=[C:21]([Si](C)(C)C)[CH:20]=[C:19]([CH3:28])[C:3]=1[C:4]([C@@H:6]1[CH2:11][CH2:10][CH2:9][N:8]([C:12]([O:14][C:15]([CH3:18])([CH3:17])[CH3:16])=[O:13])[CH2:7]1)=[O:5].CCN(CC)CC.C(O)=O. (9) Reactant: [C:1]([NH:8][C@H:9]([C:11](N)=O)[CH3:10])([O:3][C:4]([CH3:7])([CH3:6])[CH3:5])=[O:2].F[B-](F)(F)F.C([O+](CC)CC)C.[F:26][C:27]1[CH:28]=[C:29]([NH:34][C:35]2[CH:40]=[CH:39][N:38]=[CH:37][CH:36]=2)[C:30]([NH2:33])=[CH:31][CH:32]=1. Product: [C:4]([O:3][C:1](=[O:2])[NH:8][CH:9]([C:10]1[N:34]([C:35]2[CH:36]=[CH:37][N:38]=[CH:39][CH:40]=2)[C:29]2[CH:28]=[C:27]([F:26])[CH:32]=[CH:31][C:30]=2[N:33]=1)[CH3:11])([CH3:7])([CH3:6])[CH3:5]. The catalyst class is: 497. (10) Product: [CH3:1][O:2][C:3]1[CH:4]=[C:5]([CH:9]([CH:14]2[CH2:19][CH2:18][N:17]([C:20]3[CH:25]=[CH:24][CH:23]=[CH:22][C:21]=3[O:26][CH3:27])[CH2:16][CH2:15]2)[C:10]([OH:12])=[O:11])[CH:6]=[CH:7][CH:8]=1. The catalyst class is: 193. Reactant: [CH3:1][O:2][C:3]1[CH:4]=[C:5]([CH:9]([CH:14]2[CH2:19][CH2:18][N:17]([C:20]3[CH:25]=[CH:24][CH:23]=[CH:22][C:21]=3[O:26][CH3:27])[CH2:16][CH2:15]2)[C:10]([O:12]C)=[O:11])[CH:6]=[CH:7][CH:8]=1.[OH-].[Li+].Cl.